This data is from Full USPTO retrosynthesis dataset with 1.9M reactions from patents (1976-2016). The task is: Predict the reactants needed to synthesize the given product. Given the product [CH3:25][S:26]([O:11][C@H:10]([C:12]1[CH:13]=[CH:14][N:15]=[CH:16][CH:17]=1)[CH2:9][O:8][Si:1]([C:4]([CH3:7])([CH3:6])[CH3:5])([CH3:3])[CH3:2])(=[O:28])=[O:27], predict the reactants needed to synthesize it. The reactants are: [Si:1]([O:8][CH2:9][C@@H:10]([C:12]1[CH:17]=[CH:16][N:15]=[CH:14][CH:13]=1)[OH:11])([C:4]([CH3:7])([CH3:6])[CH3:5])([CH3:3])[CH3:2].C(N(CC)CC)C.[CH3:25][S:26](Cl)(=[O:28])=[O:27].